Dataset: Catalyst prediction with 721,799 reactions and 888 catalyst types from USPTO. Task: Predict which catalyst facilitates the given reaction. Reactant: Cl.Cl.[NH:3]1[CH2:8][CH2:7][NH:6][CH2:5][CH:4]1[C:9]([O:11]C)=O.C(N([CH:19]([CH3:21])[CH3:20])CC)(C)C.[C:22]1([Mg]Br)[CH:27]=[CH:26][CH:25]=[CH:24][CH:23]=1.[C:30](O[C:30]([O:32][C:33]([CH3:36])([CH3:35])[CH3:34])=[O:31])([O:32][C:33]([CH3:36])([CH3:35])[CH3:34])=[O:31].[Cl-].[NH4+].O1C[CH2:50][CH2:49][CH2:48]1. The catalyst class is: 6. Product: [CH3:34][C:33]([O:32][C:30]([N:6]1[CH2:7][CH2:8][NH:3][CH:4]([C:9]([OH:11])([C:20]2[CH:19]=[CH:21][CH:50]=[CH:49][CH:48]=2)[C:22]2[CH:27]=[CH:26][CH:25]=[CH:24][CH:23]=2)[CH2:5]1)=[O:31])([CH3:36])[CH3:35].